Regression. Given a target protein amino acid sequence and a drug SMILES string, predict the binding affinity score between them. We predict pIC50 (pIC50 = -log10(IC50 in M); higher means more potent). Dataset: bindingdb_ic50. From a dataset of Drug-target binding data from BindingDB using IC50 measurements. The small molecule is CCCCCCc1ccc(Oc2ccccc2F)c(O)c1. The target protein (Q8Z9U1) has sequence MIIKPRVRGFICVTAHPTGCEANVKKQIDYVTTEGPIANGPKRVLVIGASTGYGLAARITAAFGCGADTLGVFFERPGEEGKPGTSGWYNSAAFHKFAAQKGLYAKSINGDAFSDEIKQLTIDAIKQDLGQVDQVIYSLASPRRTHPKTGEVFNSALKPIGNAVNLRGLDTDKEVIKESVLQPATQSEIDSTVAVMGGEDWQMWIDALLDAGVLAEGAQTTAFTYLGEKITHDIYWNGSIGAAKKDLDQKVLAIRESLAAHGGGDARVSVLKAVVTQASSAIPMMPLYLSLLFKVMKEKGTHEGCIEQVYSLYKDSLCGDSPHMDQEGRLRADYKELDPEVQNQVQQLWDQVTNDNIYQLTDFVGYKSEFLNLFGFGIDGVDYDADVNPDVKIPNLIQG. The pIC50 is 7.0.